Task: Predict the product of the given reaction.. Dataset: Forward reaction prediction with 1.9M reactions from USPTO patents (1976-2016) Given the reactants [CH2:1]([O:8][C:9]1[CH:10]=[CH:11][C:12]([C@@H:20]([O:23][Si:24]([C:27]([CH3:30])([CH3:29])[CH3:28])([CH3:26])[CH3:25])[CH2:21]Br)=[C:13]2[C:18]=1[NH:17][C:16](=[O:19])[CH:15]=[CH:14]2)[C:2]1[CH:7]=[CH:6][CH:5]=[CH:4][CH:3]=1.[C:31]([O:35][C:36](=[O:50])[NH:37][CH2:38][CH2:39][C:40]1[CH:45]=[CH:44][CH:43]=[C:42]([CH2:46][C@H:47]([NH2:49])[CH3:48])[CH:41]=1)([CH3:34])([CH3:33])[CH3:32].C(N(CC)CC)C.C(=O)(O)[O-].[Na+], predict the reaction product. The product is: [C:31]([O:35][C:36](=[O:50])[NH:37][CH2:38][CH2:39][C:40]1[CH:45]=[CH:44][CH:43]=[C:42]([CH2:46][C@H:47]([NH:49][CH2:21][C@@H:20]([C:12]2[CH:11]=[CH:10][C:9]([O:8][CH2:1][C:2]3[CH:7]=[CH:6][CH:5]=[CH:4][CH:3]=3)=[C:18]3[C:13]=2[CH:14]=[CH:15][C:16](=[O:19])[NH:17]3)[O:23][Si:24]([C:27]([CH3:30])([CH3:29])[CH3:28])([CH3:26])[CH3:25])[CH3:48])[CH:41]=1)([CH3:32])([CH3:33])[CH3:34].